This data is from Forward reaction prediction with 1.9M reactions from USPTO patents (1976-2016). The task is: Predict the product of the given reaction. (1) Given the reactants [ClH:1].[N:2]1[CH:7]=[CH:6][CH:5]=[CH:4][C:3]=1[C:8]([NH2:10])=[NH:9].C1CCN2C(=NCCC2)CC1.[Cl:22][CH2:23][C:24](=O)[CH2:25][C:26]([O:28]C)=O, predict the reaction product. The product is: [Cl:22][CH2:23][C:24]1[N:10]=[C:8]([C:3]2[CH:4]=[C:5]([Cl:1])[CH:6]=[CH:7][N:2]=2)[N:9]=[C:26]([OH:28])[CH:25]=1. (2) Given the reactants [F:1][C:2]1[C:7]([F:8])=[CH:6][CH:5]=[CH:4][C:3]=1[C:9]1[N:17]=[C:12]2[CH:13]=[N:14][NH:15][CH:16]=[C:11]2[N:10]=1.Cl[CH2:19][C:20]1[CH:36]=[CH:35][C:23]([C:24]([NH:26][C:27]2[CH:32]=[CH:31][C:30]([O:33][CH3:34])=[CH:29][CH:28]=2)=[O:25])=[CH:22][CH:21]=1, predict the reaction product. The product is: [F:1][C:2]1[C:7]([F:8])=[CH:6][CH:5]=[CH:4][C:3]=1[C:9]1[N:17]=[C:12]2[CH:13]=[N:14][N:15]([CH2:19][C:20]3[CH:21]=[CH:22][C:23]([C:24]([NH:26][C:27]4[CH:32]=[CH:31][C:30]([O:33][CH3:34])=[CH:29][CH:28]=4)=[O:25])=[CH:35][CH:36]=3)[CH:16]=[C:11]2[N:10]=1. (3) Given the reactants CS[C:3]1[C:4]2[CH:12]=[N:11][CH:10]=[CH:9][C:5]=2[N:6]=[CH:7][N:8]=1.[Br:13][C:14]1[CH:15]=[C:16]([CH:18]=[CH:19][CH:20]=1)[NH2:17], predict the reaction product. The product is: [Br:13][C:14]1[CH:15]=[C:16]([CH:18]=[CH:19][CH:20]=1)[NH:17][C:3]1[C:4]2[CH:12]=[N:11][CH:10]=[CH:9][C:5]=2[N:6]=[CH:7][N:8]=1. (4) The product is: [O:66]=[C:61]1[CH2:62][CH2:63][C:64](=[O:65])[N:60]1[O:6][C:5](=[O:7])[CH2:4][CH2:3][C:2](=[O:1])[N:8]1[CH2:9][CH:10]2[CH:12]([N:11]2[S:14]([C:17]2[C:22]([CH:23]([CH3:24])[CH3:25])=[CH:21][C:20]([CH:26]([CH3:28])[CH3:27])=[CH:19][C:18]=2[CH:29]([CH3:31])[CH3:30])(=[O:16])=[O:15])[CH2:13]1. Given the reactants [O:1]=[C:2]([N:8]1[CH2:13][CH:12]2[CH:10]([N:11]2[S:14]([C:17]2[C:22]([CH:23]([CH3:25])[CH3:24])=[CH:21][C:20]([CH:26]([CH3:28])[CH3:27])=[CH:19][C:18]=2[CH:29]([CH3:31])[CH3:30])(=[O:16])=[O:15])[CH2:9]1)[CH2:3][CH2:4][C:5]([OH:7])=[O:6].F[P-](F)(F)(F)(F)F.N1(O[P+](N(C)C)(N(C)C)N(C)C)C2C=CC=CC=2N=N1.O[N:60]1[C:64](=[O:65])[CH2:63][CH2:62][C:61]1=[O:66].C(N(C(C)C)CC)(C)C, predict the reaction product.